The task is: Regression. Given a peptide amino acid sequence and an MHC pseudo amino acid sequence, predict their binding affinity value. This is MHC class I binding data.. This data is from Peptide-MHC class I binding affinity with 185,985 pairs from IEDB/IMGT. (1) The peptide sequence is FINKLNGAM. The MHC is HLA-A02:01 with pseudo-sequence HLA-A02:01. The binding affinity (normalized) is 0. (2) The peptide sequence is SDYLELDTI. The MHC is HLA-B35:03 with pseudo-sequence HLA-B35:03. The binding affinity (normalized) is 0.